This data is from Forward reaction prediction with 1.9M reactions from USPTO patents (1976-2016). The task is: Predict the product of the given reaction. (1) Given the reactants [C:1]1([C:16]2[CH:21]=[CH:20][CH:19]=[CH:18][CH:17]=2)[CH:6]=[CH:5][CH:4]=[CH:3][C:2]=1[CH:7]([NH2:15])[CH2:8][CH2:9][CH2:10][C:11]([O:13]C)=O.[CH3:22][C:23]1[S:24][CH:25]=[C:26]([C:28]2[CH:29]=[C:30]([CH:33]=[CH:34][CH:35]=2)[CH:31]=O)[N:27]=1, predict the reaction product. The product is: [C:1]1([C:16]2[CH:21]=[CH:20][CH:19]=[CH:18][CH:17]=2)[CH:6]=[CH:5][CH:4]=[CH:3][C:2]=1[CH:7]1[N:15]([CH2:31][C:30]2[CH:33]=[CH:34][CH:35]=[C:28]([C:26]3[N:27]=[C:23]([CH3:22])[S:24][CH:25]=3)[CH:29]=2)[C:11](=[O:13])[CH2:10][CH2:9][CH2:8]1. (2) Given the reactants [C:1]([NH:4][C:5]1[CH:10]=[C:9]([N:11]2[CH:15]=[C:14]([C:16]3[CH:21]=[CH:20][CH:19]=[CH:18][C:17]=3[Cl:22])[C:13]([C:23](OCC)=[O:24])=[CH:12]2)[C:8]([CH3:28])=[CH:7][N:6]=1)(=[O:3])[CH3:2].CCC(C)[BH-](C(C)CC)C(C)CC.[Li+], predict the reaction product. The product is: [Cl:22][C:17]1[CH:18]=[CH:19][CH:20]=[CH:21][C:16]=1[C:14]1[C:13]([CH2:23][OH:24])=[CH:12][N:11]([C:9]2[C:8]([CH3:28])=[CH:7][N:6]=[C:5]([NH:4][C:1](=[O:3])[CH3:2])[CH:10]=2)[CH:15]=1. (3) The product is: [OH:9][CH:8]([C:10]1[C:19]2[C:14](=[CH:15][CH:16]=[CH:17][CH:18]=2)[CH:13]=[CH:12][CH:11]=1)[C:3]1[CH:4]=[CH:5][CH:6]=[CH:7][C:2]=1[NH:1][CH2:20][C:22]1[C:23]([C:27]([NH:29][CH3:30])=[O:28])=[N:24][NH:25][CH:26]=1. Given the reactants [NH2:1][C:2]1[CH:7]=[CH:6][CH:5]=[CH:4][C:3]=1[CH:8]([C:10]1[C:19]2[C:14](=[CH:15][CH:16]=[CH:17][CH:18]=2)[CH:13]=[CH:12][CH:11]=1)[OH:9].[CH:20]([C:22]1[C:23]([C:27]([NH:29][CH3:30])=[O:28])=[N:24][NH:25][CH:26]=1)=O.[BH3-]C#N.[Na+], predict the reaction product. (4) Given the reactants [C:1]([C:5]1[CH:6]=[C:7]([NH:40][S:41]([CH3:44])(=[O:43])=[O:42])[C:8]([O:38][CH3:39])=[C:9]([NH:11][C:12]([C:14]2[N:15]([CH3:37])[C:16]3[C:21]([CH:22]=2)=[CH:20][CH:19]=[CH:18][C:17]=3[CH2:23][N:24]2[CH2:29][CH2:28][N:27]([C:30]([C@H:32]3[CH2:36][CH2:35][NH:34][CH2:33]3)=[O:31])[CH2:26][CH2:25]2)=[O:13])[CH:10]=1)([CH3:4])([CH3:3])[CH3:2].[CH2:45]=O, predict the reaction product. The product is: [C:1]([C:5]1[CH:6]=[C:7]([NH:40][S:41]([CH3:44])(=[O:43])=[O:42])[C:8]([O:38][CH3:39])=[C:9]([NH:11][C:12]([C:14]2[N:15]([CH3:37])[C:16]3[C:21]([CH:22]=2)=[CH:20][CH:19]=[CH:18][C:17]=3[CH2:23][N:24]2[CH2:29][CH2:28][N:27]([C:30]([C@H:32]3[CH2:36][CH2:35][N:34]([CH3:45])[CH2:33]3)=[O:31])[CH2:26][CH2:25]2)=[O:13])[CH:10]=1)([CH3:4])([CH3:2])[CH3:3]. (5) Given the reactants [F:1][C:2]1[CH:20]=[CH:19][C:5]([CH2:6][NH:7][C:8]([C:10]2[N:15]=[CH:14][N:13]=[C:12]([C:16]([OH:18])=O)[CH:11]=2)=[O:9])=[CH:4][C:3]=1[CH3:21].[NH2:22][CH2:23][C:24]1[CH:29]=[CH:28][C:27]([CH2:30][C:31]([O:33][CH2:34][CH3:35])=[O:32])=[CH:26][CH:25]=1.C1(N=C=NC2CCCCC2)CCCCC1.OC1C2N=NNC=2C=CC=1, predict the reaction product. The product is: [F:1][C:2]1[CH:20]=[CH:19][C:5]([CH2:6][NH:7][C:8]([C:10]2[N:15]=[CH:14][N:13]=[C:12]([C:16]([NH:22][CH2:23][C:24]3[CH:29]=[CH:28][C:27]([CH2:30][C:31]([O:33][CH2:34][CH3:35])=[O:32])=[CH:26][CH:25]=3)=[O:18])[CH:11]=2)=[O:9])=[CH:4][C:3]=1[CH3:21]. (6) Given the reactants Cl[Sn]Cl.[CH3:4][C:5]1[C:13]2[S:12][CH:11]=[N:10][C:9]=2[CH:8]=[C:7]([N+:14]([O-])=O)[CH:6]=1.[OH-].[Na+], predict the reaction product. The product is: [CH3:4][C:5]1[C:13]2[S:12][CH:11]=[N:10][C:9]=2[CH:8]=[C:7]([NH2:14])[CH:6]=1.